Dataset: NCI-60 drug combinations with 297,098 pairs across 59 cell lines. Task: Regression. Given two drug SMILES strings and cell line genomic features, predict the synergy score measuring deviation from expected non-interaction effect. (1) Drug 1: CC1=C(C=C(C=C1)C(=O)NC2=CC(=CC(=C2)C(F)(F)F)N3C=C(N=C3)C)NC4=NC=CC(=N4)C5=CN=CC=C5. Drug 2: B(C(CC(C)C)NC(=O)C(CC1=CC=CC=C1)NC(=O)C2=NC=CN=C2)(O)O. Cell line: UACC62. Synergy scores: CSS=42.6, Synergy_ZIP=0.281, Synergy_Bliss=0.324, Synergy_Loewe=-42.7, Synergy_HSA=-1.23. (2) Synergy scores: CSS=-0.667, Synergy_ZIP=1.44, Synergy_Bliss=0.241, Synergy_Loewe=0.193, Synergy_HSA=-1.54. Drug 2: COC1=C2C(=CC3=C1OC=C3)C=CC(=O)O2. Cell line: RXF 393. Drug 1: C1=CC(=CC=C1C#N)C(C2=CC=C(C=C2)C#N)N3C=NC=N3. (3) Drug 1: C1=CC(=CC=C1C#N)C(C2=CC=C(C=C2)C#N)N3C=NC=N3. Cell line: NCI/ADR-RES. Drug 2: COCCOC1=C(C=C2C(=C1)C(=NC=N2)NC3=CC=CC(=C3)C#C)OCCOC.Cl. Synergy scores: CSS=1.45, Synergy_ZIP=-1.50, Synergy_Bliss=-0.661, Synergy_Loewe=-2.81, Synergy_HSA=-1.94. (4) Drug 1: CC1=C(C=C(C=C1)NC2=NC=CC(=N2)N(C)C3=CC4=NN(C(=C4C=C3)C)C)S(=O)(=O)N.Cl. Drug 2: CN(CCCl)CCCl.Cl. Cell line: SW-620. Synergy scores: CSS=31.6, Synergy_ZIP=6.79, Synergy_Bliss=4.14, Synergy_Loewe=-25.3, Synergy_HSA=-4.28. (5) Drug 1: CC1=C(N=C(N=C1N)C(CC(=O)N)NCC(C(=O)N)N)C(=O)NC(C(C2=CN=CN2)OC3C(C(C(C(O3)CO)O)O)OC4C(C(C(C(O4)CO)O)OC(=O)N)O)C(=O)NC(C)C(C(C)C(=O)NC(C(C)O)C(=O)NCCC5=NC(=CS5)C6=NC(=CS6)C(=O)NCCC[S+](C)C)O. Drug 2: C(CCl)NC(=O)N(CCCl)N=O. Cell line: HOP-62. Synergy scores: CSS=70.6, Synergy_ZIP=-0.758, Synergy_Bliss=-0.458, Synergy_Loewe=-27.8, Synergy_HSA=0.180. (6) Drug 1: CC12CCC(CC1=CCC3C2CCC4(C3CC=C4C5=CN=CC=C5)C)O. Drug 2: COC1=C(C=C2C(=C1)N=CN=C2NC3=CC(=C(C=C3)F)Cl)OCCCN4CCOCC4. Cell line: TK-10. Synergy scores: CSS=36.7, Synergy_ZIP=5.46, Synergy_Bliss=6.41, Synergy_Loewe=-1.87, Synergy_HSA=6.59.